This data is from Catalyst prediction with 721,799 reactions and 888 catalyst types from USPTO. The task is: Predict which catalyst facilitates the given reaction. (1) Reactant: [Cl:1][C:2]1[CH:7]=[CH:6][C:5]([C:8]2[CH:13]=[CH:12][N:11]3[C:14](=[O:17])[NH:15][N:16]=[C:10]3[C:9]=2[C:18]2[CH:23]=[CH:22][C:21]([Cl:24])=[CH:20][CH:19]=2)=[CH:4][CH:3]=1.C([O-])([O-])=O.[K+].[K+].Br[CH2:32][CH2:33][CH2:34][C:35]([F:38])([F:37])[F:36]. Product: [Cl:1][C:2]1[CH:7]=[CH:6][C:5]([C:8]2[CH:13]=[CH:12][N:11]3[C:14](=[O:17])[N:15]([CH2:32][CH2:33][CH2:34][C:35]([F:38])([F:37])[F:36])[N:16]=[C:10]3[C:9]=2[C:18]2[CH:19]=[CH:20][C:21]([Cl:24])=[CH:22][CH:23]=2)=[CH:4][CH:3]=1. The catalyst class is: 3. (2) The catalyst class is: 1. Product: [F:2][CH2:3][CH2:4][NH:5][C:12](=[O:13])[O:14][C:15]([CH3:18])([CH3:17])[CH3:16]. Reactant: Cl.[F:2][CH2:3][CH2:4][NH2:5].O.C(=O)(O)[O-].[Na+].[C:12](O[C:12]([O:14][C:15]([CH3:18])([CH3:17])[CH3:16])=[O:13])([O:14][C:15]([CH3:18])([CH3:17])[CH3:16])=[O:13]. (3) Reactant: [CH3:1][O:2][C:3](=[O:13])[CH2:4][C:5]1[CH:10]=[CH:9][C:8]([CH2:11]Br)=[CH:7][CH:6]=1.C(=O)([O-])[O-:15].[Ca+2].O. Product: [CH3:1][O:2][C:3](=[O:13])[CH2:4][C:5]1[CH:10]=[CH:9][C:8]([CH2:11][OH:15])=[CH:7][CH:6]=1. The catalyst class is: 12.